This data is from TCR-epitope binding with 47,182 pairs between 192 epitopes and 23,139 TCRs. The task is: Binary Classification. Given a T-cell receptor sequence (or CDR3 region) and an epitope sequence, predict whether binding occurs between them. The epitope is HPKVSSEVHI. The TCR CDR3 sequence is CASSFTRQSPYNEQFF. Result: 1 (the TCR binds to the epitope).